Dataset: Full USPTO retrosynthesis dataset with 1.9M reactions from patents (1976-2016). Task: Predict the reactants needed to synthesize the given product. (1) Given the product [ClH:20].[N:61]([CH2:60][C:57]1[CH:56]=[CH:55][C:54]([CH:51]2[CH2:52][CH2:53][NH:48][CH2:49][CH2:50]2)=[CH:59][CH:58]=1)=[N+:62]=[N-:63], predict the reactants needed to synthesize it. The reactants are: C1(P(C2C=CC=CC=2)C2C=CC=CC=2)C=CC=CC=1.[Cl:20]CC1C=CC(C2CCN(C(OC(C)(C)C)=O)CC2)=CC=1.C(OC([N:48]1[CH2:53][CH2:52][CH:51]([C:54]2[CH:59]=[CH:58][C:57]([CH2:60][N:61]=[N+:62]=[N-:63])=[CH:56][CH:55]=2)[CH2:50][CH2:49]1)=O)(C)(C)C.[N-]=[N+]=[N-].[Na+].Cl.C(OCC)(=O)C. (2) Given the product [N:1]1[CH:6]=[CH:5][CH:4]=[CH:3][C:2]=1[CH2:7][C:8]12[CH2:34][CH2:33][C:28]3([O:32][CH2:31][CH2:30][O:29]3)[CH2:27][CH:9]1[CH2:10][CH2:11][CH2:12][C:13]1[CH:18]=[C:17]([CH:19]=[O:35])[N:16]=[CH:15][C:14]=12, predict the reactants needed to synthesize it. The reactants are: [N:1]1[CH:6]=[CH:5][CH:4]=[CH:3][C:2]=1[CH2:7][C@@:8]12[CH2:34][CH2:33][C:28]3([O:32][CH2:31][CH2:30][O:29]3)[CH2:27][C@H:9]1[CH2:10][CH2:11][CH2:12][C:13]1[CH:18]=[C:17](/[CH:19]=C/C3C=CC=CC=3)[N:16]=[CH:15][C:14]=12.[O:35]1CCOCC1.CC1C=CC=C(C)N=1.I([O-])(=O)(=O)=O.[Na+]. (3) The reactants are: [NH2:1][C:2]1[CH:7]=[N:6][CH:5]=[CH:4][N:3]=1.[C:8]([N+:12]#[C-:13])([CH3:11])([CH3:10])[CH3:9].[CH:14]1[C:27]2[C:18](=[CH:19][C:20]3[C:25]([C:26]=2[CH:28]=O)=[CH:24][CH:23]=[CH:22][CH:21]=3)[CH:17]=[CH:16][CH:15]=1. Given the product [CH:24]1[C:25]2[C:20](=[CH:19][C:18]3[C:27]([C:26]=2[C:28]2[N:1]=[C:2]4[CH:7]=[N:6][CH:5]=[CH:4][N:3]4[C:13]=2[NH:12][C:8]([CH3:11])([CH3:10])[CH3:9])=[CH:14][CH:15]=[CH:16][CH:17]=3)[CH:21]=[CH:22][CH:23]=1, predict the reactants needed to synthesize it. (4) Given the product [C:44]([P:48]([C:50]([CH3:53])([CH3:52])[CH3:51])[C:2]1[C:7]([O:8][CH:9]2[CH2:14][CH2:13][CH2:12][CH2:11][CH2:10]2)=[CH:6][CH:5]=[CH:4][C:3]=1[C:15]1[C:20]([CH3:21])=[CH:19][C:18]([CH3:22])=[C:17]([C:23]2[CH:28]=[CH:27][CH:26]=[CH:25][CH:24]=2)[C:16]=1[CH3:29])([CH3:47])([CH3:46])[CH3:45], predict the reactants needed to synthesize it. The reactants are: Br[C:2]1[C:7]([O:8][CH:9]2[CH2:14][CH2:13][CH2:12][CH2:11][CH2:10]2)=[CH:6][CH:5]=[CH:4][C:3]=1[C:15]1[C:20]([CH3:21])=[CH:19][C:18]([CH3:22])=[C:17]([C:23]2[CH:28]=[CH:27][CH:26]=[CH:25][CH:24]=2)[C:16]=1[CH3:29].C(OCCCC)CCC.[Li]C(C)(C)C.[C:44]([P:48]([C:50]([CH3:53])([CH3:52])[CH3:51])Cl)([CH3:47])([CH3:46])[CH3:45].[NH4+].[OH-]. (5) The reactants are: [NH2:1][C:2]1[C:7]([NH:8][C:9](N2C(C)=CC=CC2=O)=O)=[CH:6][CH:5]=[C:4]([N:19]2[CH2:24][CH2:23][CH2:22][C@@H:21]([C:25]([N:27]3[CH2:31][CH2:30][CH2:29][CH2:28]3)=[O:26])[CH2:20]2)[N:3]=1.CO.[CH2:34]([OH:38])[CH:35](C)[CH3:36].C[O-].[Na+]. Given the product [CH3:2][C:7]1[N:8]([CH2:9][C:9]2[NH:1][C:2]3=[N:3][C:4]([N:19]4[CH2:24][CH2:23][CH2:22][C@@H:21]([C:25]([N:27]5[CH2:28][CH2:29][CH2:30][CH2:31]5)=[O:26])[CH2:20]4)=[CH:5][CH:6]=[C:7]3[N:8]=2)[C:34](=[O:38])[CH:35]=[CH:36][CH:6]=1, predict the reactants needed to synthesize it. (6) Given the product [CH:1]1([C:4]2[N:5]=[C:6]3[CH:11]=[CH:10][C:9]([NH:12][C:31](=[O:32])[C:28]4[CH:29]=[CH:30][C:25]([C:22]5[CH:23]=[N:24][C:19]([CH:18]([F:34])[F:17])=[CH:20][CH:21]=5)=[CH:26][CH:27]=4)=[CH:8][N:7]3[C:15]=2[CH3:16])[CH2:3][CH2:2]1, predict the reactants needed to synthesize it. The reactants are: [CH:1]1([C:4]2[N:5]=[C:6]3[CH:11]=[CH:10][C:9]([N+:12]([O-])=O)=[CH:8][N:7]3[C:15]=2[CH3:16])[CH2:3][CH2:2]1.[F:17][CH:18]([F:34])[C:19]1[N:24]=[CH:23][C:22]([C:25]2[CH:30]=[CH:29][C:28]([C:31](O)=[O:32])=[CH:27][CH:26]=2)=[CH:21][CH:20]=1.